Dataset: Forward reaction prediction with 1.9M reactions from USPTO patents (1976-2016). Task: Predict the product of the given reaction. Given the reactants [N:1]([CH2:4][C:5]1[CH:6]=[C:7]2[N:12]([C:13]=1[C:14]1[CH:19]=[CH:18][CH:17]=[CH:16][CH:15]=1)[CH:11]=[CH:10][CH:9]=[CH:8]2)=[N+]=[N-].C1C=CC(P(C2C=CC=CC=2)C2C=CC=CC=2)=CC=1.O, predict the reaction product. The product is: [C:14]1([C:13]2[N:12]3[C:7]([CH:8]=[CH:9][CH:10]=[CH:11]3)=[CH:6][C:5]=2[CH2:4][NH2:1])[CH:15]=[CH:16][CH:17]=[CH:18][CH:19]=1.